From a dataset of Catalyst prediction with 721,799 reactions and 888 catalyst types from USPTO. Predict which catalyst facilitates the given reaction. (1) Reactant: [CH3:1][C:2]1[CH:3]=[C:4]([CH:15]=[CH:16][C:17]=1B1OC(C)(C)C(C)(C)O1)[O:5][C:6]1[C:11]2[CH:12]=[CH:13][O:14][C:10]=2[CH:9]=[CH:8][N:7]=1.Br[C:28]1[C:29]([CH3:35])=[N:30][CH:31]=[N:32][C:33]=1[CH3:34].C1(P(C2CCCCC2)C2CCCCC2)CCCCC1.P([O-])([O-])([O-])=O.[K+].[K+].[K+]. Product: [CH3:35][C:29]1[C:28]([C:17]2[CH:16]=[CH:15][C:4]([O:5][C:6]3[C:11]4[CH:12]=[CH:13][O:14][C:10]=4[CH:9]=[CH:8][N:7]=3)=[CH:3][C:2]=2[CH3:1])=[C:33]([CH3:34])[N:32]=[CH:31][N:30]=1. The catalyst class is: 552. (2) Reactant: [CH3:1][C:2]1[C:6]([C:7]2[CH:8]=[C:9]3[NH:15][CH:14]=[C:13]([C:16]4[CH:17]=[N:18][N:19]([CH3:21])[CH:20]=4)[C:10]3=[N:11][CH:12]=2)=[C:5]([CH3:22])[O:4][N:3]=1.C(=O)([O-])[O-].[Cs+].[Cs+].FC(F)(F)S(O[CH2:35][C:36]1([F:42])[CH2:41][CH2:40][CH2:39][CH2:38][CH2:37]1)(=O)=O.O. Product: [F:42][C:36]1([CH2:35][N:15]2[C:9]3[C:10](=[N:11][CH:12]=[C:7]([C:6]4[C:2]([CH3:1])=[N:3][O:4][C:5]=4[CH3:22])[CH:8]=3)[C:13]([C:16]3[CH:17]=[N:18][N:19]([CH3:21])[CH:20]=3)=[CH:14]2)[CH2:41][CH2:40][CH2:39][CH2:38][CH2:37]1. The catalyst class is: 3. (3) Reactant: [CH2:1]([NH:8][C@H:9]([CH3:16])[C:10]1[CH:15]=[CH:14][CH:13]=[CH:12][CH:11]=1)[C:2]1[CH:7]=[CH:6][CH:5]=[CH:4][CH:3]=1.C([Li])CCC.[C:22]1([C:27]([O:29][CH3:30])=[O:28])[CH2:26][CH2:25][CH2:24][CH:23]=1.CC1(C)[C@]23C4(ON4S(=O)(=[O:39])C2)C[C@H]1CC3. Product: [CH2:1]([N:8]([C@@H:9]([C:10]1[CH:15]=[CH:14][CH:13]=[CH:12][CH:11]=1)[CH3:16])[C@@H:23]1[CH2:24][CH2:25][CH2:26][C@:22]1([OH:39])[C:27]([O:29][CH3:30])=[O:28])[C:2]1[CH:7]=[CH:6][CH:5]=[CH:4][CH:3]=1. The catalyst class is: 56. (4) Reactant: COC(=O)[CH2:4][NH:5][C:6](=[O:37])[C:7]1[CH:12]=[C:11]([Cl:13])[C:10]([O:14][C:15]2[CH:20]=[CH:19][N:18]=[CH:17][C:16]=2[C:21]([N:23]2[C:32]3[C:27](=[CH:28][CH:29]=[CH:30][CH:31]=3)[N:26]([CH:33]3[CH2:35][CH2:34]3)[CH2:25][CH2:24]2)=[O:22])=[CH:9][C:8]=1[Cl:36].CN(C(ON1N=NC2C=CC=NC1=2)=[N+](C)C)C.F[P-](F)(F)(F)(F)F.C(N(CC)C(C)C)(C)C.Cl.[CH2:73]([O:75][C:76](=[O:80])[CH2:77]CN)[CH3:74]. Product: [CH2:73]([O:75][C:76](=[O:80])[CH2:77][CH2:4][NH:5][C:6](=[O:37])[C:7]1[CH:12]=[C:11]([Cl:13])[C:10]([O:14][C:15]2[CH:20]=[CH:19][N:18]=[CH:17][C:16]=2[C:21]([N:23]2[C:32]3[C:27](=[CH:28][CH:29]=[CH:30][CH:31]=3)[N:26]([CH:33]3[CH2:34][CH2:35]3)[CH2:25][CH2:24]2)=[O:22])=[CH:9][C:8]=1[Cl:36])[CH3:74]. The catalyst class is: 9. (5) Reactant: [C:6](O[C:6](=[O:9])[CH2:7][CH3:8])(=[O:9])[CH2:7][CH3:8].[Cl:10][CH2:11][C@@H:12]([OH:36])[CH2:13][O:14][C:15]1[CH:20]=[CH:19][C:18]([C:21]([C:24]2[CH:35]=[CH:34][C:27]([O:28][CH2:29][C@H:30]([OH:33])[CH2:31][OH:32])=[CH:26][CH:25]=2)([CH3:23])[CH3:22])=[CH:17][CH:16]=1. Product: [C:6]([O:32][CH2:31][C@@H:30]([O:33][C:6](=[O:9])[CH2:7][CH3:8])[CH2:29][O:28][C:27]1[CH:26]=[CH:25][C:24]([C:21]([C:18]2[CH:17]=[CH:16][C:15]([O:14][CH2:13][C@H:12]([O:36][C:6](=[O:9])[CH2:7][CH3:8])[CH2:11][Cl:10])=[CH:20][CH:19]=2)([CH3:23])[CH3:22])=[CH:35][CH:34]=1)(=[O:9])[CH2:7][CH3:8]. The catalyst class is: 377. (6) Reactant: [C:1]1([S:7]([N:10]2[C:18]3[C:13](=[CH:14][CH:15]=[CH:16][C:17]=3Br)[CH:12]=[CH:11]2)(=[O:9])=[O:8])[CH:6]=[CH:5][CH:4]=[CH:3][CH:2]=1.C([O-])(=O)C.[K+]. Product: [CH:5]1[C:6]2[C:12]3[C:13]4[CH:14]=[CH:15][CH:16]=[CH:17][C:18]=4[N:10]([S:7](=[O:9])(=[O:8])[C:1]=2[CH:2]=[CH:3][CH:4]=1)[CH:11]=3. The catalyst class is: 9. (7) Reactant: [NH2:1][CH2:2][CH2:3][C:4]1[CH:5]=[C:6]([CH:38]=[CH:39][CH:40]=1)[O:7][CH2:8][CH2:9][CH2:10][N:11]([CH2:26][C:27]1[CH:32]=[CH:31][CH:30]=[C:29]([C:33]([F:36])([F:35])[F:34])[C:28]=1[Cl:37])[CH2:12][CH:13]([C:20]1[CH:25]=[CH:24][CH:23]=[CH:22][CH:21]=1)[C:14]1[CH:19]=[CH:18][CH:17]=[CH:16][CH:15]=1.Cl[C:42]1[N:47]=[CH:46][CH:45]=[CH:44][N:43]=1.C(N(CC)CC)C. Product: [ClH:37].[Cl:37][C:28]1[C:29]([C:33]([F:34])([F:35])[F:36])=[CH:30][CH:31]=[CH:32][C:27]=1[CH2:26][N:11]([CH2:12][CH:13]([C:20]1[CH:25]=[CH:24][CH:23]=[CH:22][CH:21]=1)[C:14]1[CH:15]=[CH:16][CH:17]=[CH:18][CH:19]=1)[CH2:10][CH2:9][CH2:8][O:7][C:6]1[CH:5]=[C:4]([CH2:3][CH2:2][NH:1][C:42]2[N:47]=[CH:46][CH:45]=[CH:44][N:43]=2)[CH:40]=[CH:39][CH:38]=1. The catalyst class is: 8. (8) Reactant: S([O:11][CH2:12][CH2:13][O:14][CH2:15][CH2:16][O:17][CH2:18][CH2:19][O:20]S(C1C=CC(C)=CC=1)(=O)=O)(C1C=CC(C)=CC=1)(=O)=O. Product: [CH2:12]([OH:11])[CH2:13][O:14][CH2:15][CH2:16][O:17][CH2:18][CH2:19][OH:20]. The catalyst class is: 13.